Dataset: Reaction yield outcomes from USPTO patents with 853,638 reactions. Task: Predict the reaction yield, written as a fraction of the theoretical maximum amount of product (1.0 means a 100% yield; for example, 0.34 means a 34% yield). (1) The reactants are CC(OC(N[C@@H:9](CC1C=CC(C2N=C(C(N(C)OC)=O)N(C)C=2)=CC=1)[CH2:10][CH2:11][C:12]([O:14][C:15](C)(C)C)=[O:13])=O)(C)C.[I:38][CH:39]([CH3:41])[CH3:40].CCN(C(C)C)C(C)C.CN(C=[O:55])C. No catalyst specified. The product is [OH:55][C:40]1[CH:9]=[CH:10][C:11]([C:12]([O:14][CH3:15])=[O:13])=[CH:41][C:39]=1[I:38]. The yield is 0.200. (2) The reactants are O.[NH2:2][NH2:3].[NH2:4][C:5]1[N:6]=[CH:7][C:8]([C:20]#[N:21])=[N:9][C:10]=1[C:11]1[O:12][C:13]([C:16]([CH3:19])([CH3:18])[CH3:17])=[N:14][N:15]=1. The product is [NH2:4][C:5]1[N:6]=[CH:7][C:8](/[C:20](=[N:2]/[NH2:3])/[NH2:21])=[N:9][C:10]=1[C:11]1[O:12][C:13]([C:16]([CH3:18])([CH3:17])[CH3:19])=[N:14][N:15]=1. The catalyst is CC(O)C. The yield is 0.790. (3) The reactants are [O:1]1[CH:5]=[CH:4][CH:3]=[C:2]1[C:6]1[N:7]=[C:8]([NH:17][C:18]([C:20]2[CH:25]=[CH:24][N:23]=[CH:22][CH:21]=2)=[O:19])[S:9][C:10]=1[C:11](=[O:16])N(OC)C.[CH3:26][Mg]Br.[Cl-].[NH4+]. The catalyst is C1COCC1. The product is [C:11]([C:10]1[S:9][C:8]([NH:17][C:18]([C:20]2[CH:21]=[CH:22][N:23]=[CH:24][CH:25]=2)=[O:19])=[N:7][C:6]=1[C:2]1[O:1][CH:5]=[CH:4][CH:3]=1)(=[O:16])[CH3:26]. The yield is 0.690. (4) The reactants are Br[C:2]1[C:11]2[C:6](=[C:7]([F:12])[CH:8]=[CH:9][CH:10]=2)[CH:5]=[CH:4][C:3]=1[CH3:13].C([Li])CCC.CN(C)[CH:21]=[O:22]. The catalyst is O1CCCC1. The product is [F:12][C:7]1[CH:8]=[CH:9][CH:10]=[C:11]2[C:6]=1[CH:5]=[CH:4][C:3]([CH3:13])=[C:2]2[CH:21]=[O:22]. The yield is 0.540. (5) The reactants are [C:1]([O:5][C:6](=[O:28])[NH:7][C:8]1[C:17]([CH3:18])=[C:16]2[C:11]([CH2:12][CH2:13][C@@H:14]([C:19]([CH3:27])([CH3:26])[O:20][SiH2:21][C:22]([CH3:25])([CH3:24])[CH3:23])[O:15]2)=[CH:10][CH:9]=1)([CH3:4])([CH3:3])[CH3:2].[CH:29]([Li])([CH2:31]C)[CH3:30].C(Br)C=C. The catalyst is O1CCCC1.N1C2C(=CC=C3C=2N=CC=C3)C=CC=1. The product is [C:1]([O:5][C:6](=[O:28])[NH:7][C:8]1[C:17]([CH2:18][CH2:31][CH:29]=[CH2:30])=[C:16]2[C:11]([CH2:12][CH2:13][C@@H:14]([C:19]([CH3:27])([CH3:26])[O:20][SiH2:21][C:22]([CH3:25])([CH3:24])[CH3:23])[O:15]2)=[CH:10][CH:9]=1)([CH3:3])([CH3:4])[CH3:2]. The yield is 0.850. (6) No catalyst specified. The yield is 0.670. The product is [CH2:1]([NH:5][C:6]1[CH:7]=[CH:8][C:9]2[N:10]([C:12]([C:15]3[CH:22]=[CH:21][C:18]([CH2:19][NH:32][C:28]([CH3:31])([CH3:30])[CH3:29])=[CH:17][C:16]=3[F:23])=[CH:13][N:14]=2)[N:11]=1)[CH2:2][CH2:3][CH3:4]. The reactants are [CH2:1]([NH:5][C:6]1[CH:7]=[CH:8][C:9]2[N:10]([C:12]([C:15]3[CH:22]=[CH:21][C:18]([CH:19]=O)=[CH:17][C:16]=3[F:23])=[CH:13][N:14]=2)[N:11]=1)[CH2:2][CH2:3][CH3:4].ClC(Cl)C.[C:28]([NH2:32])([CH3:31])([CH3:30])[CH3:29].C(O[BH-](OC(=O)C)OC(=O)C)(=O)C.[Na+]. (7) The reactants are [CH3:1][O:2][C:3]([C:5]1([C:8]2[CH:13]=[CH:12][C:11]([OH:14])=[C:10]([N+:15]([O-])=O)[CH:9]=2)[CH2:7][CH2:6]1)=[O:4]. The catalyst is CO.[Ni]. The product is [CH3:1][O:2][C:3]([C:5]1([C:8]2[CH:13]=[CH:12][C:11]([OH:14])=[C:10]([NH2:15])[CH:9]=2)[CH2:7][CH2:6]1)=[O:4]. The yield is 0.740. (8) The reactants are [F:1][C:2]([F:29])([F:28])[C:3]1[CH:4]=[C:5]([C:13]([CH3:27])([CH3:26])[C:14]([N:16]([C:18]2[CH:19]=[N:20][C:21]([Cl:25])=[CH:22][C:23]=2I)[CH3:17])=[O:15])[CH:6]=[C:7]([C:9]([F:12])([F:11])[F:10])[CH:8]=1.[CH3:30][C:31]1[CH:36]=[CH:35][C:34]([F:37])=[CH:33][C:32]=1B(O)O.C(=O)([O-])[O-].[Na+].[Na+]. The catalyst is O1CCOCC1.C1C=CC([P]([Pd]([P](C2C=CC=CC=2)(C2C=CC=CC=2)C2C=CC=CC=2)([P](C2C=CC=CC=2)(C2C=CC=CC=2)C2C=CC=CC=2)[P](C2C=CC=CC=2)(C2C=CC=CC=2)C2C=CC=CC=2)(C2C=CC=CC=2)C2C=CC=CC=2)=CC=1. The product is [F:1][C:2]([F:29])([F:28])[C:3]1[CH:4]=[C:5]([C:13]([CH3:27])([CH3:26])[C:14]([N:16]([C:18]2[CH:19]=[N:20][C:21]([Cl:25])=[CH:22][C:23]=2[C:36]2[CH:35]=[C:34]([F:37])[CH:33]=[CH:32][C:31]=2[CH3:30])[CH3:17])=[O:15])[CH:6]=[C:7]([C:9]([F:12])([F:11])[F:10])[CH:8]=1. The yield is 0.270.